From a dataset of Forward reaction prediction with 1.9M reactions from USPTO patents (1976-2016). Predict the product of the given reaction. (1) The product is: [CH3:1][C:2]1[CH:10]=[CH:9][CH:8]=[CH:7][C:3]=1[C:4]([NH:19][CH2:18][CH:17]([N:11]1[CH2:16][CH2:15][O:14][CH2:13][CH2:12]1)[C:20]1[CH:21]=[N:22][CH:23]=[CH:24][CH:25]=1)=[O:6]. Given the reactants [CH3:1][C:2]1[CH:10]=[CH:9][CH:8]=[CH:7][C:3]=1[C:4]([OH:6])=O.[N:11]1([CH:17]([C:20]2[CH:21]=[N:22][CH:23]=[CH:24][CH:25]=2)[CH2:18][NH2:19])[CH2:16][CH2:15][O:14][CH2:13][CH2:12]1, predict the reaction product. (2) Given the reactants Cl[C:2]1[C:11]2[C:6](=[CH:7][CH:8]=[C:9]([CH3:12])[CH:10]=2)[N:5]=[C:4]([N:13]2[CH2:19][C:18]3[CH:20]=[CH:21][CH:22]=[CH:23][C:17]=3[S:16](=[O:25])(=[O:24])[CH2:15][CH2:14]2)[CH:3]=1.[NH2:26][CH2:27][C:28]([CH3:32])([OH:31])[CH2:29][NH2:30], predict the reaction product. The product is: [NH2:26][CH2:27][C:28]([CH3:32])([OH:31])[CH2:29][NH:30][C:2]1[C:11]2[C:6](=[CH:7][CH:8]=[C:9]([CH3:12])[CH:10]=2)[N:5]=[C:4]([N:13]2[CH2:19][C:18]3[CH:20]=[CH:21][CH:22]=[CH:23][C:17]=3[S:16](=[O:25])(=[O:24])[CH2:15][CH2:14]2)[CH:3]=1. (3) The product is: [Br:1][C:2]1[N:6]=[C:5]([N:17]2[CH2:21][CH2:20][CH2:19][CH2:18]2)[N:4]([CH2:8][C:9]2[CH:14]=[CH:13][C:12]([O:15][CH3:16])=[CH:11][CH:10]=2)[N:3]=1. Given the reactants [Br:1][C:2]1[N:6]=[C:5](Br)[N:4]([CH2:8][C:9]2[CH:14]=[CH:13][C:12]([O:15][CH3:16])=[CH:11][CH:10]=2)[N:3]=1.[NH:17]1[CH2:21][CH2:20][CH2:19][CH2:18]1, predict the reaction product. (4) The product is: [CH3:35][O:44][C:43](=[O:45])[CH2:42][CH2:17][CH2:16][CH2:15][CH2:14][CH2:13][CH2:12][CH2:11][CH2:10][CH2:9][CH2:8][CH2:7][CH2:6][CH2:5][CH2:4][O:19][C:20]1[CH:21]=[CH:22][C:23]([C:26]2[CH:27]=[CH:28][C:29]([C:32]3[NH:33][N:48]=[N:47][N:46]=3)=[CH:30][CH:31]=2)=[CH:24][CH:25]=1. Given the reactants COC(=O)[CH:4]([O:19][C:20]1[CH:25]=[CH:24][C:23]([C:26]2[CH:31]=[CH:30][C:29]([C:32]#[N:33])=[CH:28][CH:27]=2)=[CH:22][CH:21]=1)[CH2:5][CH2:6][CH2:7][CH2:8][CH2:9][CH2:10][CH2:11][CH2:12][CH2:13][CH2:14][CH2:15][CH2:16][CH2:17]C.[CH3:35]CN(CC)CC.[CH3:42][C:43]([OH:45])=[O:44].[N-:46]=[N+:47]=[N-:48].[Na+].Cl, predict the reaction product. (5) The product is: [CH:8]1([NH:11][C:12]2[S:13][CH:16]=[C:17]([C:19]3[CH:27]=[CH:26][C:22]([C:23]([OH:25])=[O:24])=[CH:21][CH:20]=3)[N:14]=2)[CH2:10][CH2:9]1. Given the reactants N(C1CC1)=C=S.N.[CH:8]1([NH:11][C:12]([NH2:14])=[S:13])[CH2:10][CH2:9]1.Br[CH2:16][C:17]([C:19]1[CH:27]=[CH:26][C:22]([C:23]([OH:25])=[O:24])=[CH:21][CH:20]=1)=O, predict the reaction product.